This data is from Experimentally validated miRNA-target interactions with 360,000+ pairs, plus equal number of negative samples. The task is: Binary Classification. Given a miRNA mature sequence and a target amino acid sequence, predict their likelihood of interaction. (1) The miRNA is hsa-miR-34c-3p with sequence AAUCACUAACCACACGGCCAGG. The protein sequence of the target gene is MRPAAAKVPKWLLLALSALLPQWPAASAWELTILHTNDVHSRLEQTSDDSTKCLNASLCVGGVARLFTKVQQIRKEEPNVLFLDAGDQYQGTIWFTVYKGLEVAHFMNILGYDAMALGNHEFDNGVEGLIDPLLRNVKFPILSANIKARGPLAHQISGLFLPSKVLSVGGEVVGIVGYTSKETPFLSNPGTNLVFEDEISALQPEVDKLKTLNVNKIIALGHSGFEMDKLIAQKVRGVDIVVGGHSNTFLYTGNPPSKEVPAGKYPFIVTADDGRQVPVVQAYAFGKYLGYLKVEFDDKG.... Result: 0 (no interaction). (2) The miRNA is hsa-miR-26b-5p with sequence UUCAAGUAAUUCAGGAUAGGU. The protein sequence of the target gene is MALASAAPGSIFCKQLLFSLLVLTLLCDACQKVYLRVPSHLQAETLVGKVNLEECLKSASLIRSSDPAFRILEDGSIYTTHDLILSSERKSFSIFLSDGQRREQQEIKVVLSARENKSPKKRHTKDTALKRSKRRWAPIPASLMENSLGPFPQHVQQIQSDAAQNYTIFYSISGPGVDKEPFNLFYIEKDTGDIFCTRSIDREKYEQFALYGYATTADGYAPEYPLPLIIKIEDDNDNAPYFEHRVTIFTVPENCRSGTSVGKVTATDLDEPDTLHTRLKYKILQQIPDHPKHFSIHPDT.... Result: 1 (interaction). (3) The miRNA is mmu-miR-3094-5p with sequence UGUUGGGGACAUUUUUAAAGC. The protein sequence of the target gene is MALPGARARGWAAAARAAQRRRRVENAGGSPSPEPAGRRAALYVHWPYCEKRCSYCNFNKYIPRRLEEAAMQKCLVTEAQTLLRLSGVQRVESVFFGGGTPSLASPHTVAAVLEAVAQAAHLPADLEVTLEANPTSAPGSRLAEFGAAGVNRLSIGLQSLDDTELRLLGRTHSACDALRTLAEARRLFPGRVSVDLMLGLPAQQVGPWLGQLQELLHHCDDHLSLYQLSLERGTALFAQVQRGALPAPDPELAAEMYQRGRAVLREAGFHQYEVSNFARNGALSTHNWTYWQCGQYLGVG.... Result: 0 (no interaction). (4) The miRNA is hsa-miR-381-5p with sequence AGCGAGGUUGCCCUUUGUAUAU. The protein sequence of the target gene is MTCSLLPSEQSSGASFLPKSNASFPWGSLDEDELDDSLLEFSDGEEDDGHFSFTEEEIEMLLKDDDGGHNEYRPRKSQILPDIPQENSLYSLGPAAETPGFLKLPQLSTSVGHGPTPSKSLNRHFVLEKNLIKVTVVAPFNPTVCDPVLDKDKIDSSKETENPASLREQTREDDPQPNESKRCTEPEGVSPNTSAWDGPLLSSPSNNNIEQTASDKNIPESKKPTPVFSQISNHSEVPNRKNSGSHKSGCEVRIPVVSSSSNRHAFDKDSGEAKGERRLGKVIPVLQTRTRMFSQSELEK.... Result: 0 (no interaction).